Dataset: Reaction yield outcomes from USPTO patents with 853,638 reactions. Task: Predict the reaction yield, written as a fraction of the theoretical maximum amount of product (1.0 means a 100% yield; for example, 0.34 means a 34% yield). The reactants are [C:1]1([C:33]2[CH:38]=[CH:37][CH:36]=[CH:35][CH:34]=2)[CH:6]=[CH:5][C:4]([S:7]([N:10]([C:26]2[O:30][N:29]=[C:28]([CH3:31])[C:27]=2[Br:32])S(C2C=CC(C3C=CC=CC=3)=CC=2)(=O)=O)(=[O:9])=[O:8])=[CH:3][CH:2]=1.[OH-].[Na+]. The catalyst is O1CCCC1. The product is [Br:32][C:27]1[C:28]([CH3:31])=[N:29][O:30][C:26]=1[NH:10][S:7]([C:4]1[CH:3]=[CH:2][C:1]([C:33]2[CH:38]=[CH:37][CH:36]=[CH:35][CH:34]=2)=[CH:6][CH:5]=1)(=[O:8])=[O:9]. The yield is 0.940.